This data is from Reaction yield outcomes from USPTO patents with 853,638 reactions. The task is: Predict the reaction yield, written as a fraction of the theoretical maximum amount of product (1.0 means a 100% yield; for example, 0.34 means a 34% yield). (1) The reactants are Cl[C:2]1[N:7]=[C:6]([C:8]2[N:12]3[CH:13]=[CH:14][CH:15]=[CH:16][C:11]3=[N:10][C:9]=2[C:17]2[CH:18]=[CH:19][C:20]([O:34][CH2:35][CH3:36])=[C:21]([CH:33]=2)[C:22]([NH:24][C:25]2[C:30]([F:31])=[CH:29][CH:28]=[CH:27][C:26]=2[F:32])=[O:23])[CH:5]=[CH:4][N:3]=1.[CH3:37][C:38]1[C:39]([N:47]2[CH2:53][CH2:52][CH2:51][N:50]([CH2:54][CH2:55][S:56]([CH3:59])(=[O:58])=[O:57])[CH2:49][CH2:48]2)=[CH:40][C:41]([O:45][CH3:46])=[C:42]([CH:44]=1)[NH2:43].C1(C)C=CC(S(O)(=O)=O)=CC=1.C(O)C(F)(F)F.N. The catalyst is CO.C(Cl)Cl. The yield is 0.590. The product is [F:32][C:26]1[CH:27]=[CH:28][CH:29]=[C:30]([F:31])[C:25]=1[NH:24][C:22](=[O:23])[C:21]1[CH:33]=[C:17]([C:9]2[N:10]=[C:11]3[CH:16]=[CH:15][CH:14]=[CH:13][N:12]3[C:8]=2[C:6]2[CH:5]=[CH:4][N:3]=[C:2]([NH:43][C:42]3[CH:44]=[C:38]([CH3:37])[C:39]([N:47]4[CH2:53][CH2:52][CH2:51][N:50]([CH2:54][CH2:55][S:56]([CH3:59])(=[O:58])=[O:57])[CH2:49][CH2:48]4)=[CH:40][C:41]=3[O:45][CH3:46])[N:7]=2)[CH:18]=[CH:19][C:20]=1[O:34][CH2:35][CH3:36]. (2) The reactants are [Br:1][C:2]1[CH:8]=[C:7]([CH3:9])[CH:6]=[CH:5][C:3]=1[NH2:4].B(Cl)(Cl)Cl.C(Cl)Cl.Cl[CH2:18][C:19]#N.[Cl-].[Al+3].[Cl-].[Cl-].[BH4-].[Na+]. The catalyst is ClCCCl. The product is [CH3:9][C:7]1[CH:6]=[C:5]2[C:3](=[C:2]([Br:1])[CH:8]=1)[NH:4][CH:19]=[CH:18]2. The yield is 0.900.